From a dataset of Forward reaction prediction with 1.9M reactions from USPTO patents (1976-2016). Predict the product of the given reaction. (1) Given the reactants C[O:2][C:3](=[O:30])[C:4]1[CH:9]=[CH:8][C:7](/[CH:10]=[CH:11]/[C:12]2[C:21]([CH2:22][CH2:23][CH2:24][OH:25])=[CH:20][C:19]3[C:18]([CH3:27])([CH3:26])[CH2:17][CH2:16][C:15]([CH3:29])([CH3:28])[C:14]=3[CH:13]=2)=[CH:6][CH:5]=1.[Li+].[OH-].Cl, predict the reaction product. The product is: [OH:25][CH2:24][CH2:23][CH2:22][C:21]1[C:12](/[CH:11]=[CH:10]/[C:7]2[CH:8]=[CH:9][C:4]([C:3]([OH:30])=[O:2])=[CH:5][CH:6]=2)=[CH:13][C:14]2[C:15]([CH3:29])([CH3:28])[CH2:16][CH2:17][C:18]([CH3:26])([CH3:27])[C:19]=2[CH:20]=1. (2) Given the reactants [CH3:1][S:2]([C:5]1[CH:13]=[C:12]2[C:8]([CH2:9][CH2:10][CH:11]2O)=[CH:7][CH:6]=1)(=[O:4])=[O:3].C1(C)C=CC(S(O)(=O)=O)=CC=1, predict the reaction product. The product is: [CH3:1][S:2]([C:5]1[CH:13]=[C:12]2[C:8](=[CH:7][CH:6]=1)[CH2:9][CH:10]=[CH:11]2)(=[O:3])=[O:4]. (3) The product is: [C:35]([O:6][CH2:7][CH3:9])(=[O:38])[CH3:41].[CH3:10][CH2:11][CH2:12][CH:13]([CH3:20])[CH3:14]. Given the reactants [Br-].CC1(C)[C:7]([CH3:9])(C)[O:6]B([C:10]2[CH:11]=[CH:12][C:13]3[CH2:20][C@H]4[C@]5(CN(CC(F)(F)F)S(=O)(=O)N5)[C@H](CC4)C[C:14]=3C=2)O1.[C:35](=[O:38])([O-])[O-].[Na+].[Na+].[C:41]1(C)C=CC=CC=1, predict the reaction product. (4) Given the reactants [CH2:1]([O:3][C:4]([C:6]1[C:7]([NH:11][NH2:12])=[N:8][NH:9][CH:10]=1)=[O:5])[CH3:2].C[O:14][C:15](=O)[N:16]=[C:17](SC)[C:18]([C:32]1[CH:37]=[C:36]([O:38][CH3:39])[C:35]([O:40][CH3:41])=[CH:34][C:33]=1[F:42])=[N:19][C:20]1[CH:25]=[CH:24][C:23]([C:26]2[N:30]=[C:29]([CH3:31])[O:28][N:27]=2)=[CH:22][CH:21]=1.C(N(CC)CC)C, predict the reaction product. The product is: [CH2:1]([O:3][C:4]([C:6]1[CH:10]=[N:9][NH:8][C:7]=1[N:11]1[C:15](=[O:14])[NH:16][C:17]([CH:18]([C:32]2[CH:37]=[C:36]([O:38][CH3:39])[C:35]([O:40][CH3:41])=[CH:34][C:33]=2[F:42])[NH:19][C:20]2[CH:25]=[CH:24][C:23]([C:26]3[N:30]=[C:29]([CH3:31])[O:28][N:27]=3)=[CH:22][CH:21]=2)=[N:12]1)=[O:5])[CH3:2]. (5) Given the reactants [CH3:1][S:2](Cl)(=[O:4])=[O:3].CN1CCOCC1.[CH3:13][O:14][C:15]([C:17]1[N:18]=[C:19]([CH3:29])[S:20][C:21]=1[C:22]1[CH:27]=[CH:26][CH:25]=[C:24]([NH2:28])[CH:23]=1)=[O:16].O, predict the reaction product. The product is: [CH3:13][O:14][C:15]([C:17]1[N:18]=[C:19]([CH3:29])[S:20][C:21]=1[C:22]1[CH:27]=[CH:26][CH:25]=[C:24]([NH:28][S:2]([CH3:1])(=[O:4])=[O:3])[CH:23]=1)=[O:16]. (6) Given the reactants [CH3:1][O:2][C:3]1[C:12]([NH:13][C:14](=[O:22])OC2C=CC=CC=2)=[CH:11][C:10]2[C:5](=[CH:6][CH:7]=[CH:8][CH:9]=2)[CH:4]=1.[CH3:23][O:24][C:25]1[CH:26]=[C:27]([N:33]2[CH2:38][CH2:37][NH:36][CH2:35][CH2:34]2)[CH:28]=[C:29]([O:31][CH3:32])[CH:30]=1, predict the reaction product. The product is: [CH3:1][O:2][C:3]1[C:12]([NH:13][C:14]([N:36]2[CH2:35][CH2:34][N:33]([C:27]3[CH:26]=[C:25]([O:24][CH3:23])[CH:30]=[C:29]([O:31][CH3:32])[CH:28]=3)[CH2:38][CH2:37]2)=[O:22])=[CH:11][C:10]2[C:5](=[CH:6][CH:7]=[CH:8][CH:9]=2)[CH:4]=1. (7) Given the reactants [C:1]1([C:7]2[N:8]=[C:9]([CH:31]([NH:44][C:45]3[CH:46]=[C:47]4[C:52](=[CH:53][CH:54]=3)[C:51]([N:55]([C:63]([O:65][C:66]([CH3:69])([CH3:68])[CH3:67])=[O:64])[C:56]([O:58][C:59]([CH3:62])([CH3:61])[CH3:60])=[O:57])=[N:50][CH:49]=[CH:48]4)[C:32]3[CH:37]=[C:36]([CH2:38][CH3:39])[CH:35]=[C:34]([O:40][CH2:41][CH3:42])[C:33]=3[F:43])[N:10](C(C3C=CC=CC=3)(C3C=CC=CC=3)C3C=CC=CC=3)[CH:11]=2)[CH:6]=[CH:5][CH:4]=[CH:3][CH:2]=1, predict the reaction product. The product is: [C:1]1([C:7]2[N:8]=[C:9]([CH:31]([NH:44][C:45]3[CH:46]=[C:47]4[C:52](=[CH:53][CH:54]=3)[C:51]([N:55]([C:56]([O:58][C:59]([CH3:60])([CH3:61])[CH3:62])=[O:57])[C:63]([O:65][C:66]([CH3:67])([CH3:68])[CH3:69])=[O:64])=[N:50][CH:49]=[CH:48]4)[C:32]3[CH:37]=[C:36]([CH2:38][CH3:39])[CH:35]=[C:34]([O:40][CH2:41][CH3:42])[C:33]=3[F:43])[NH:10][CH:11]=2)[CH:6]=[CH:5][CH:4]=[CH:3][CH:2]=1. (8) Given the reactants CO[C:3](=[O:27])[C:4]([C:6]1[C:14]2[C:9](=[C:10]([CH2:15][O:16][Si:17]([CH:24]([CH3:26])[CH3:25])([CH:21]([CH3:23])[CH3:22])[CH:18]([CH3:20])[CH3:19])[CH:11]=[CH:12][CH:13]=2)[NH:8][CH:7]=1)=O.[C:28]1([CH2:40][C:41]([NH2:43])=[O:42])[C:38]2=[C:39]3[C:34](=[CH:35][CH:36]=[CH:37]2)[CH2:33][CH2:32][CH2:31][N:30]3[CH:29]=1, predict the reaction product. The product is: [CH:24]([Si:17]([CH:18]([CH3:20])[CH3:19])([CH:21]([CH3:23])[CH3:22])[O:16][CH2:15][C:10]1[CH:11]=[CH:12][CH:13]=[C:14]2[C:9]=1[NH:8][CH:7]=[C:6]2[C:4]1[C:3](=[O:27])[NH:43][C:41](=[O:42])[C:40]=1[C:28]1[C:38]2=[C:39]3[C:34](=[CH:35][CH:36]=[CH:37]2)[CH2:33][CH2:32][CH2:31][N:30]3[CH:29]=1)([CH3:26])[CH3:25]. (9) Given the reactants [Cl:1][C:2]1[CH:3]=[CH:4][C:5]2[C:6]([N:12]=1)=[N:7][C:8]([NH2:11])=[CH:9][N:10]=2.[H-].[Na+].[CH2:15]([N:17]=[C:18]=[S:19])[CH3:16].Cl, predict the reaction product. The product is: [Cl:1][C:2]1[CH:3]=[CH:4][C:5]2[C:6]([N:12]=1)=[N:7][C:8]([NH:11][C:18]([NH:17][CH2:15][CH3:16])=[S:19])=[CH:9][N:10]=2. (10) Given the reactants [CH3:1][O:2][C:3]1[CH:18]=[CH:17][C:6]([C:7]([O:9][CH2:10][C:11]2[CH:16]=[CH:15][CH:14]=[CH:13][CH:12]=2)=[O:8])=[C:5](OS(C(F)(F)F)(=O)=O)[CH:4]=1.[CH3:27][CH:28]1[CH2:33][CH2:32][NH:31][CH2:30][CH2:29]1, predict the reaction product. The product is: [CH3:1][O:2][C:3]1[CH:18]=[CH:17][C:6]([C:7]([O:9][CH2:10][C:11]2[CH:16]=[CH:15][CH:14]=[CH:13][CH:12]=2)=[O:8])=[C:5]([N:31]2[CH2:32][CH2:33][CH:28]([CH3:27])[CH2:29][CH2:30]2)[CH:4]=1.